Task: Predict the reactants needed to synthesize the given product.. Dataset: Full USPTO retrosynthesis dataset with 1.9M reactions from patents (1976-2016) (1) Given the product [CH:16]1([C:2]2[C:3]([N+:13]([O-:15])=[O:14])=[C:4]3[C:9](=[CH:10][CH:11]=2)[C:8](=[O:12])[O:7][CH:6]=[CH:5]3)[CH2:18][CH2:17]1, predict the reactants needed to synthesize it. The reactants are: Br[C:2]1[C:3]([N+:13]([O-:15])=[O:14])=[C:4]2[C:9](=[CH:10][CH:11]=1)[C:8](=[O:12])[O:7][CH:6]=[CH:5]2.[CH:16]1(B(O)O)[CH2:18][CH2:17]1.C1(P(C2CCCCC2)C2CCCCC2)CCCCC1.P([O-])([O-])([O-])=O.[K+].[K+].[K+].C1(C)C=CC=CC=1. (2) Given the product [OH:12]/[N:11]=[C:8](\[NH2:9])/[CH2:7][C:1]1[CH:6]=[CH:5][CH:4]=[CH:3][CH:2]=1, predict the reactants needed to synthesize it. The reactants are: [C:1]1([CH2:7][C:8]#[N:9])[CH:6]=[CH:5][CH:4]=[CH:3][CH:2]=1.Cl.[NH2:11][OH:12].C(=O)([O-])[O-].[Na+].[Na+]. (3) Given the product [CH3:13][CH:14]1[CH2:22][C:21]2[C:16](=[CH:17][CH:18]=[CH:19][C:20]=2[C:23]([F:24])([F:26])[F:25])[N:15]1[C:41](=[O:42])[CH2:40][C:35]1[NH:36][C:37](=[O:39])[CH:38]=[C:33]([N:27]2[CH2:28][CH2:29][O:30][CH2:31][CH2:32]2)[N:34]=1, predict the reactants needed to synthesize it. The reactants are: Cl.CN(C)CCCN=C=NCC.[CH3:13][CH:14]1[CH2:22][C:21]2[C:16](=[CH:17][CH:18]=[CH:19][C:20]=2[C:23]([F:26])([F:25])[F:24])[NH:15]1.[N:27]1([C:33]2[N:34]=[C:35]([CH2:40][C:41]([O-])=[O:42])[NH:36][C:37](=[O:39])[CH:38]=2)[CH2:32][CH2:31][O:30][CH2:29][CH2:28]1.[Na+]. (4) Given the product [Cl:1][C:2]1[C:3]([F:45])=[C:4]([C@H:8]2[C@H:9]3[N:10]([CH2:46][N:30]([C:31]4[CH:32]=[CH:33][CH:34]=[C:35]([OH:37])[CH:39]=4)[C:28]3=[O:29])[C@@H:11]([CH2:23][C:24]([CH3:25])([CH3:27])[CH3:26])[C@@:12]2([C:15]2[CH:20]=[CH:19][C:18]([Cl:21])=[CH:17][C:16]=2[F:22])[C:13]#[N:14])[CH:5]=[CH:6][CH:7]=1, predict the reactants needed to synthesize it. The reactants are: [Cl:1][C:2]1[C:3]([F:45])=[C:4]([C@@H:8]2[C@:12]([C:15]3[CH:20]=[CH:19][C:18]([Cl:21])=[CH:17][C:16]=3[F:22])([C:13]#[N:14])[C@H:11]([CH2:23][C:24]([CH3:27])([CH3:26])[CH3:25])[NH:10][C@H:9]2[C:28]([NH:30][C:31]2[CH:39]=C[C:34]([C:35]([OH:37])=O)=[CH:33][C:32]=2OC(F)(F)F)=[O:29])[CH:5]=[CH:6][CH:7]=1.[CH3:46]OCCOC.C=O.Cl. (5) Given the product [F:16][CH:17]([F:20])[CH2:18][O:8][S:9]([C:12]([F:13])([F:14])[F:15])(=[O:11])=[O:10], predict the reactants needed to synthesize it. The reactants are: S([O:8][S:9]([C:12]([F:15])([F:14])[F:13])(=[O:11])=[O:10])(C(F)(F)F)(=O)=O.[F:16][CH:17]([F:20])[CH2:18]O.C(N(CC)CC)C. (6) The reactants are: [CH3:1][C:2]1[S:6][C:5]([C:7]([OH:9])=[O:8])=[CH:4][CH:3]=1.[C:10](OC(O[C:10]([CH3:13])([CH3:12])[CH3:11])N(C)C)([CH3:13])([CH3:12])[CH3:11]. Given the product [C:10]([O:8][C:7]([C:5]1[S:6][C:2]([CH3:1])=[CH:3][CH:4]=1)=[O:9])([CH3:13])([CH3:12])[CH3:11], predict the reactants needed to synthesize it. (7) The reactants are: C[Si](C#C[C:7]1[C:13]2[CH:14]=[CH:15][CH:16]=[CH:17][C:12]=2[CH2:11][C:10]2[CH:18]=[CH:19][CH:20]=CC=2C=1)(C)C.C(N(CC)CC)C.[OH2:29].[C:43]1(P([C:43]2[CH:48]=[CH:47][CH:46]=[CH:45][CH:44]=2)[C:43]2[CH:48]=[CH:47][CH:46]=[CH:45][CH:44]=2)[CH:48]=[CH:47][CH:46]=[CH:45][CH:44]=1.[C]=O. Given the product [OH:29][C:10]1[C:11]2[C:12]3[CH:17]=[CH:16][CH:15]=[CH:14][C:13]=3[CH2:7][C:48]3[CH:47]=[CH:46][CH:45]=[CH:44][C:43]=3[C:20]=2[CH2:19][CH:18]=1, predict the reactants needed to synthesize it. (8) Given the product [N:1]1([C:7]([CH:9]2[CH2:14][NH:13][CH2:12][CH2:11][N:10]2[C:22]([O:24][CH2:25][C:26]2[CH:31]=[CH:30][CH:29]=[CH:28][CH:27]=2)=[O:23])=[O:8])[CH2:6][CH2:5][O:4][CH2:3][CH2:2]1, predict the reactants needed to synthesize it. The reactants are: [N:1]1([C:7]([CH:9]2[CH2:14][N:13](C(OC(C)(C)C)=O)[CH2:12][CH2:11][N:10]2[C:22]([O:24][CH2:25][C:26]2[CH:31]=[CH:30][CH:29]=[CH:28][CH:27]=2)=[O:23])=[O:8])[CH2:6][CH2:5][O:4][CH2:3][CH2:2]1.